This data is from Reaction yield outcomes from USPTO patents with 853,638 reactions. The task is: Predict the reaction yield, written as a fraction of the theoretical maximum amount of product (1.0 means a 100% yield; for example, 0.34 means a 34% yield). (1) The reactants are [C:1](OC)(=[O:8])[C:2]1[CH:7]=[CH:6][CH:5]=[CH:4][CH:3]=1.[NH2:11][CH2:12][CH2:13][CH2:14][CH2:15][CH:16]([OH:18])[CH3:17]. The catalyst is C1(C)C=CC=CC=1. The yield is 0.660. The product is [C:1]([O:18][CH:16]([CH2:15][CH2:14][CH2:13][CH2:12][NH2:11])[CH3:17])(=[O:8])[C:2]1[CH:7]=[CH:6][CH:5]=[CH:4][CH:3]=1. (2) The reactants are CCN(CC)CC.[SH:8][CH2:9][C:10]([OH:12])=[O:11].Cl[C:14]1[CH:19]=[CH:18][C:17]([N+:20]([O-:22])=[O:21])=[CH:16][C:15]=1[N+:23]([O-:25])=[O:24].O. The catalyst is O1CCOCC1. The product is [N+:20]([C:17]1[CH:16]=[C:15]([N+:23]([O-:25])=[O:24])[CH:14]=[CH:19][C:18]=1[S:8][CH2:9][C:10]([OH:12])=[O:11])([O-:22])=[O:21]. The yield is 0.740. (3) The reactants are [C:1]([O-:7])([O-])([O:3][CH2:4][CH3:5])[CH3:2].N1C=CC=[CH:10][CH:9]=1.[F:14][C:15]([F:26])([F:25])[C:16](O[C:16](=[O:17])[C:15]([F:26])([F:25])[F:14])=[O:17]. The catalyst is C(Cl)(Cl)Cl. The product is [CH2:9]([O:7][C:1]([O:3][CH2:4][CH3:5])=[CH:2][C:16](=[O:17])[C:15]([F:26])([F:25])[F:14])[CH3:10]. The yield is 0.900. (4) The reactants are [C:1]1(=[O:10])[C:9]2[C:4](=[CH:5][CH:6]=[CH:7][CH:8]=2)[CH2:3][NH:2]1.Br[CH2:12][C:13]1[CH:18]=[CH:17][CH:16]=[C:15]([Cl:19])[CH:14]=1.C([O-])([O-])=O.[Cs+].[Cs+].C1OCCOCCOCCOCCOCCOC1. The catalyst is CC(C)=O.CCCCCC.C(OCC)(=O)C. The product is [Cl:19][C:15]1[CH:14]=[C:13]([CH:18]=[CH:17][CH:16]=1)[CH2:12][N:2]1[CH2:3][C:4]2[C:9](=[CH:8][CH:7]=[CH:6][CH:5]=2)[C:1]1=[O:10]. The yield is 0.850. (5) The reactants are C([O:14][C:15]1[C:16]2[C:35](=[O:36])[N:34]([CH2:37][C:38]3[CH:43]=[CH:42][C:41]([F:44])=[CH:40][CH:39]=3)[CH2:33][C:17]=2[C:18]([O:25][S:26]([C:29]([F:32])([F:31])[F:30])(=[O:28])=[O:27])=[C:19]2[C:24]=1[N:23]=[CH:22][CH:21]=[CH:20]2)(C1C=CC=CC=1)C1C=CC=CC=1.FC(F)(F)C(O)=O.C([SiH](CC)CC)C. The catalyst is ClCCl. The product is [F:44][C:41]1[CH:40]=[CH:39][C:38]([CH2:37][N:34]2[C:35](=[O:36])[C:16]3[C:15]([OH:14])=[C:24]4[C:19]([CH:20]=[CH:21][CH:22]=[N:23]4)=[C:18]([O:25][S:26]([C:29]([F:30])([F:31])[F:32])(=[O:28])=[O:27])[C:17]=3[CH2:33]2)=[CH:43][CH:42]=1. The yield is 0.670. (6) The reactants are Br[C:2]1[C:10]2[C:5](=[CH:6][CH:7]=[C:8]([N+:11]([O-:13])=[O:12])[CH:9]=2)[NH:4][CH:3]=1.[C:14]1(B(O)O)[CH:19]=[CH:18][CH:17]=[CH:16][CH:15]=1.C1(P(C2C=CC=CC=2)C2C=CC=CC=2)C=CC=CC=1.C(=O)([O-])[O-].[Na+].[Na+]. The catalyst is C(COC)OC.Cl.C([O-])(=O)C.[Pd+2].C([O-])(=O)C. The product is [C:14]1([C:2]2[C:10]3[C:5](=[CH:6][CH:7]=[C:8]([N+:11]([O-:13])=[O:12])[CH:9]=3)[NH:4][CH:3]=2)[CH:19]=[CH:18][CH:17]=[CH:16][CH:15]=1. The yield is 0.0900. (7) The reactants are [OH:1][C:2]1[CH:7]=[C:6]([O:8][CH2:9][CH2:10][O:11][CH3:12])[CH:5]=[CH:4][C:3]=1/[CH:13]=[CH:14]/[C:15]([O:17][CH2:18][CH3:19])=[O:16].Cl[C:21]1[C:26]([CH3:27])=[CH:25][C:24]([N+:28]([O-:30])=[O:29])=[CH:23][N:22]=1.C(=O)([O-])[O-].[K+].[K+].O. The catalyst is CN(C)C=O. The product is [CH3:12][O:11][CH2:10][CH2:9][O:8][C:6]1[CH:5]=[CH:4][C:3](/[CH:13]=[CH:14]/[C:15]([O:17][CH2:18][CH3:19])=[O:16])=[C:2]([O:1][C:21]2[C:26]([CH3:27])=[CH:25][C:24]([N+:28]([O-:30])=[O:29])=[CH:23][N:22]=2)[CH:7]=1. The yield is 0.980. (8) The reactants are O1CCCC1.[C:6]1([CH3:23])[CH:11]=[CH:10][C:9]([O:12][C:13]2[S:17][C:16]([CH2:18][C:19](Cl)=[N:20][OH:21])=[CH:15][CH:14]=2)=[CH:8][CH:7]=1.[C:24]([C:26]1[C:27]([NH2:33])=[N:28][C:29]([NH2:32])=[CH:30][CH:31]=1)#[CH:25].C(N(CC)CC)C. The catalyst is O. The product is [C:6]1([CH3:23])[CH:11]=[CH:10][C:9]([O:12][C:13]2[S:17][C:16]([CH2:18][C:19]3[CH:25]=[C:24]([C:26]4[C:27]([NH2:33])=[N:28][C:29]([NH2:32])=[CH:30][CH:31]=4)[O:21][N:20]=3)=[CH:15][CH:14]=2)=[CH:8][CH:7]=1. The yield is 0.140. (9) The reactants are [Br:1][C:2]1[C:3]([C:7]2[CH:12]=[CH:11][C:10]([N+:13]([O-:15])=[O:14])=[CH:9][CH:8]=2)=[N:4][NH:5][CH:6]=1.[H-].[Na+].I[CH2:19][CH3:20]. The catalyst is CN(C)C=O. The product is [Br:1][C:2]1[C:3]([C:7]2[CH:8]=[CH:9][C:10]([N+:13]([O-:15])=[O:14])=[CH:11][CH:12]=2)=[N:4][N:5]([CH2:19][CH3:20])[CH:6]=1. The yield is 0.940.